From a dataset of Full USPTO retrosynthesis dataset with 1.9M reactions from patents (1976-2016). Predict the reactants needed to synthesize the given product. (1) Given the product [CH3:1][C:2]1[CH2:7][CH2:6][CH2:5][C:4]([CH3:9])([CH3:8])[C:3]=1[CH:10]=[CH:11][C:12]([CH3:14])=[CH:17][C:15]#[N:16], predict the reactants needed to synthesize it. The reactants are: [CH3:1][C:2]1[CH2:7][CH2:6][CH2:5][C:4]([CH3:9])([CH3:8])[C:3]=1/[CH:10]=[CH:11]/[C:12]([CH3:14])=O.[C:15]([CH2:17]C(O)=O)#[N:16].C([O-])(=O)C.[NH2+]1CCCCC1. (2) Given the product [CH3:2][O:3][C:4](=[O:10])[C@H:5]([NH:6][S:21]([C:19]1[CH:18]=[CH:17][C:15]2[N:16]=[C:12]([Cl:11])[S:13][C:14]=2[CH:20]=1)(=[O:22])=[O:23])[CH:7]([CH3:9])[CH3:8], predict the reactants needed to synthesize it. The reactants are: Cl.[CH3:2][O:3][C:4](=[O:10])[C@@H:5]([CH:7]([CH3:9])[CH3:8])[NH2:6].[Cl:11][C:12]1[S:13][C:14]2[CH:20]=[C:19]([S:21](Cl)(=[O:23])=[O:22])[CH:18]=[CH:17][C:15]=2[N:16]=1.C(N(CC)CC)C. (3) Given the product [NH2:18][CH:14]([C:11]1[CH:12]=[CH:13][C:8]([C:26]2[CH:31]=[CH:30][CH:29]=[CH:28][CH:27]=2)=[CH:9][CH:10]=1)[CH2:15][C:16]#[N:17], predict the reactants needed to synthesize it. The reactants are: FC(F)(F)C(O)=O.[C:8]1([C:26]2[CH:31]=[CH:30][CH:29]=[CH:28][CH:27]=2)[CH:13]=[CH:12][C:11]([CH:14]([NH:18]C(=O)OC(C)(C)C)[CH2:15][C:16]#[N:17])=[CH:10][CH:9]=1. (4) Given the product [C:20]1([CH3:21])[CH:22]=[CH:23][C:17]([S:14]([N:7]2[CH2:26][C:27](=[O:28])[C:13]3[CH:12]=[CH:11][CH:10]=[CH:9][C:8]=3[C:1]3[CH:6]=[CH:5][CH:4]=[CH:3][C:2]2=3)(=[O:16])=[O:15])=[CH:18][CH:19]=1, predict the reactants needed to synthesize it. The reactants are: [C:1]1([C:8]2[CH:13]=[CH:12][CH:11]=[CH:10][CH:9]=2)[C:2]([NH2:7])=[CH:3][CH:4]=[CH:5][CH:6]=1.[S:14](Cl)([C:17]1[CH:23]=[CH:22][C:20]([CH3:21])=[CH:19][CH:18]=1)(=[O:16])=[O:15].Br[CH2:26][C:27](OCC)=[O:28].